This data is from Peptide-MHC class II binding affinity with 134,281 pairs from IEDB. The task is: Regression. Given a peptide amino acid sequence and an MHC pseudo amino acid sequence, predict their binding affinity value. This is MHC class II binding data. The peptide sequence is AAATDGTTVYGAFAA. The MHC is HLA-DPA10103-DPB10401 with pseudo-sequence YAFFMFSGGAILNTLFGQFEYFAIEKVRMHLGMT. The binding affinity (normalized) is 0.236.